This data is from Full USPTO retrosynthesis dataset with 1.9M reactions from patents (1976-2016). The task is: Predict the reactants needed to synthesize the given product. (1) Given the product [Cl:1][C:2]1[CH:3]=[C:4]([C@H:8]([NH:10][CH2:11][CH:12]2[CH2:13][CH2:14][N:15]([C:17]3[CH:18]=[CH:19][C:20]([F:23])=[CH:21][CH:22]=3)[CH2:16]2)[CH3:9])[CH:5]=[CH:6][CH:7]=1, predict the reactants needed to synthesize it. The reactants are: [Cl:1][C:2]1[CH:3]=[C:4]([C@H:8]([NH:10][CH2:11][CH:12]2[CH2:16][N:15]([C:17]3[CH:22]=[CH:21][C:20]([F:23])=[CH:19][CH:18]=3)[C:14](=O)[CH2:13]2)[CH3:9])[CH:5]=[CH:6][CH:7]=1.B.C1COCC1. (2) Given the product [Cl:26][C:27]1[CH:32]=[CH:31][C:30]([C:9]2[N:13]3[C:14]4[N:22]=[C:21]([O:23][CH3:24])[CH:20]=[CH:19][C:15]=4[N:16]=[C:17]([CH3:18])[C:12]3=[C:11]([CH3:25])[N:10]=2)=[C:29]([O:36][CH3:37])[CH:28]=1, predict the reactants needed to synthesize it. The reactants are: ClC1C=C([C:9]2[N:13]3[C:14]4[N:22]=[C:21]([O:23][CH3:24])[CH:20]=[CH:19][C:15]=4[N:16]=[C:17]([CH3:18])[C:12]3=[C:11]([CH3:25])[N:10]=2)C=C(Cl)C=1.[Cl:26][C:27]1[CH:32]=[CH:31][C:30](B(O)O)=[C:29]([O:36][CH3:37])[CH:28]=1.C([O-])([O-])=O.[K+].[K+]. (3) Given the product [CH2:1]([O:3][P:4](/[CH:9]=[CH:10]/[C:11]1[CH:20]=[CH:19][C:18]2[C:13](=[C:14]([C:22]3[C:31]4[C:26](=[CH:27][CH:28]=[CH:29][CH:30]=4)[CH:25]=[CH:24][CH:23]=3)[CH:15]=[C:16]([NH:21][C:41](=[O:42])[CH:40]([NH:39][C:37]([O:36][C:32]([CH3:35])([CH3:34])[CH3:33])=[O:38])[C:44]([CH3:47])([CH3:46])[CH3:45])[CH:17]=2)[N:12]=1)(=[O:8])[O:5][CH2:6][CH3:7])[CH3:2], predict the reactants needed to synthesize it. The reactants are: [CH2:1]([O:3][P:4](/[CH:9]=[CH:10]/[C:11]1[CH:20]=[CH:19][C:18]2[C:13](=[C:14]([C:22]3[C:31]4[C:26](=[CH:27][CH:28]=[CH:29][CH:30]=4)[CH:25]=[CH:24][CH:23]=3)[CH:15]=[C:16]([NH2:21])[CH:17]=2)[N:12]=1)(=[O:8])[O:5][CH2:6][CH3:7])[CH3:2].[C:32]([O:36][C:37]([NH:39][CH:40]([C:44]([CH3:47])([CH3:46])[CH3:45])[C:41](O)=[O:42])=[O:38])([CH3:35])([CH3:34])[CH3:33]. (4) Given the product [Br:1][C:2]1[N:3]([CH2:11][C:12]2[CH:17]=[CH:16][C:15]([O:18][CH3:19])=[CH:14][CH:13]=2)[N:4]=[C:5]([N:7]([CH3:9])[CH3:8])[N:6]=1, predict the reactants needed to synthesize it. The reactants are: [Br:1][C:2]1[N:6]=[C:5]([N:7]([CH3:9])[CH3:8])[NH:4][N:3]=1.Cl[CH2:11][C:12]1[CH:17]=[CH:16][C:15]([O:18][CH3:19])=[CH:14][CH:13]=1.C(N(C(C)C)C(C)C)C.[I-].[K+]. (5) Given the product [Cl:18][C:12]1[CH:13]=[CH:14][CH:15]=[C:16]([F:17])[C:11]=1[C:9]1[S:8][C:7]2[C:2]([NH:26][C:24]3[CH:23]=[C:22]([N:27]4[CH2:32][CH2:31][O:30][CH2:29][CH2:28]4)[N:21]=[C:20]([CH3:19])[N:25]=3)=[N:3][CH:4]=[CH:5][C:6]=2[N:10]=1, predict the reactants needed to synthesize it. The reactants are: Br[C:2]1[C:7]2[S:8][C:9]([C:11]3[C:16]([F:17])=[CH:15][CH:14]=[CH:13][C:12]=3[Cl:18])=[N:10][C:6]=2[CH:5]=[CH:4][N:3]=1.[CH3:19][C:20]1[N:25]=[C:24]([NH2:26])[CH:23]=[C:22]([N:27]2[CH2:32][CH2:31][O:30][CH2:29][CH2:28]2)[N:21]=1.CC1(C)C2C(=C(P(C3C=CC=CC=3)C3C=CC=CC=3)C=CC=2)OC2C(P(C3C=CC=CC=3)C3C=CC=CC=3)=CC=CC1=2.C([O-])([O-])=O.[Cs+].[Cs+].